This data is from Reaction yield outcomes from USPTO patents with 853,638 reactions. The task is: Predict the reaction yield, written as a fraction of the theoretical maximum amount of product (1.0 means a 100% yield; for example, 0.34 means a 34% yield). (1) The reactants are [CH2:1]([N:8]1[C:16]2[C:11](=[CH:12][CH:13]=[C:14](Br)[CH:15]=2)[CH:10]=[CH:9]1)[C:2]1[CH:7]=[CH:6][CH:5]=[CH:4][CH:3]=1.[C:18]1(B(O)O)[CH:23]=[CH:22][CH:21]=[CH:20][CH:19]=1.C(=O)([O-])[O-].[Na+].[Na+].C1(C)C=CC=CC=1. The catalyst is O.C(O)C.[Pd].C1(P(C2C=CC=CC=2)C2C=CC=CC=2)C=CC=CC=1.C1(P(C2C=CC=CC=2)C2C=CC=CC=2)C=CC=CC=1.C1(P(C2C=CC=CC=2)C2C=CC=CC=2)C=CC=CC=1.C1(P(C2C=CC=CC=2)C2C=CC=CC=2)C=CC=CC=1. The product is [CH2:1]([N:8]1[C:16]2[C:11](=[CH:12][CH:13]=[C:14]([C:18]3[CH:23]=[CH:22][CH:21]=[CH:20][CH:19]=3)[CH:15]=2)[CH:10]=[CH:9]1)[C:2]1[CH:7]=[CH:6][CH:5]=[CH:4][CH:3]=1. The yield is 0.580. (2) The reactants are C1(N(Cl)C(=O)N(Cl)C(=O)N1Cl)=O.[Si:13]([O:20][CH2:21][C@@H:22]1[CH2:26][C@@H:25]([OH:27])[CH2:24][N:23]1[C:28]([C:30]1[CH:35]=[C:34]([O:36][CH3:37])[C:33]([O:38][Si:39]([CH:46]([CH3:48])[CH3:47])([CH:43]([CH3:45])[CH3:44])[CH:40]([CH3:42])[CH3:41])=[CH:32][C:31]=1[N+:49]([O-:51])=[O:50])=[O:29])([C:16]([CH3:19])([CH3:18])[CH3:17])([CH3:15])[CH3:14].CC1(C)N([O])C(C)(C)CCC1.C(OCC)(=O)C.CCCCCC. The catalyst is ClCCl. The product is [Si:13]([O:20][CH2:21][C@H:22]1[N:23]([C:28](=[O:29])[C:30]2[CH:35]=[C:34]([O:36][CH3:37])[C:33]([O:38][Si:39]([CH:40]([CH3:41])[CH3:42])([CH:43]([CH3:44])[CH3:45])[CH:46]([CH3:48])[CH3:47])=[CH:32][C:31]=2[N+:49]([O-:51])=[O:50])[CH2:24][C:25](=[O:27])[CH2:26]1)([C:16]([CH3:17])([CH3:18])[CH3:19])([CH3:14])[CH3:15]. The yield is 1.00. (3) The reactants are [CH3:1][C:2]1[CH:6]=[C:5]([C:7]([O:9][CH2:10][CH3:11])=[O:8])[NH:4][N:3]=1.C1C(=O)N([I:19])C(=O)C1. The catalyst is CN(C=O)C. The product is [I:19][C:6]1[C:5]([C:7]([O:9][CH2:10][CH3:11])=[O:8])=[N:4][NH:3][C:2]=1[CH3:1]. The yield is 0.990. (4) The reactants are [CH2:1]([NH2:5])[CH2:2][CH2:3][CH3:4].[CH3:6][CH2:7][CH2:8][CH2:9][CH2:10][CH3:11].[C:12]([O:15]CC)(=[O:14])C. No catalyst specified. The product is [CH2:1]([NH:5][C:12](=[O:14])[O:15][C:8]1[CH:7]=[CH:6][CH:11]=[CH:10][CH:9]=1)[CH2:2][CH2:3][CH3:4]. The yield is 0.720.